This data is from Reaction yield outcomes from USPTO patents with 853,638 reactions. The task is: Predict the reaction yield, written as a fraction of the theoretical maximum amount of product (1.0 means a 100% yield; for example, 0.34 means a 34% yield). (1) The reactants are [CH2:1]([N:3]([CH2:19][CH3:20])[CH2:4][CH2:5][N:6]1[CH2:11][CH2:10][C:9]2[NH:12][C:13]([CH:16]=O)=[C:14]([CH3:15])[C:8]=2[C:7]1=[O:18])[CH3:2].[Cl:21][C:22]1[C:23]([F:38])=[C:24]([C:28]2[CH:36]=[CH:35][CH:34]=[C:33]3[C:29]=2[CH2:30][C:31](=[O:37])[NH:32]3)[CH:25]=[CH:26][CH:27]=1. No catalyst specified. The product is [Cl:21][C:22]1[C:23]([F:38])=[C:24]([C:28]2[CH:36]=[CH:35][CH:34]=[C:33]3[C:29]=2[C:30](=[CH:16][C:13]2[NH:12][C:9]4[CH2:10][CH2:11][N:6]([CH2:5][CH2:4][N:3]([CH2:19][CH3:20])[CH2:1][CH3:2])[C:7](=[O:18])[C:8]=4[C:14]=2[CH3:15])[C:31](=[O:37])[NH:32]3)[CH:25]=[CH:26][CH:27]=1. The yield is 0.300. (2) The catalyst is CS(C)=O. The yield is 0.600. The product is [Br:1][C:2]1[CH:3]=[C:4]([NH:12][C@H:13]2[CH2:17][CH2:16][O:15][CH2:14]2)[C:5]([C:6]#[N:7])=[C:8]([F:10])[CH:9]=1. The reactants are [Br:1][C:2]1[CH:9]=[C:8]([F:10])[C:5]([C:6]#[N:7])=[C:4](F)[CH:3]=1.[NH2:12][C@H:13]1[CH2:17][CH2:16][O:15][CH2:14]1.O. (3) The catalyst is ClCCl. The yield is 0.830. The product is [C:4]([O:3][C:1]([N:8]1[CH2:9][CH2:10][CH2:11][CH:12]([C:36](=[O:17])[NH:35][C:46]2[CH:47]=[CH:48][CH:43]=[CH:44][C:45]=2[CH3:49])[CH2:13]1)=[O:2])([CH3:5])([CH3:6])[CH3:7]. The reactants are [C:1]([N:8]1[CH2:13][CH2:12][CH:11](C(O)=O)[CH2:10][CH2:9]1)([O:3][C:4]([CH3:7])([CH3:6])[CH3:5])=[O:2].[OH:17]N1C2C=CC=CC=2N=N1.C1(N=C=[N:35][CH:36]2CCCCC2)CCCCC1.N[C:43]1[CH:48]=[CH:47][CH:46]=[C:45]([CH3:49])[CH:44]=1. (4) The reactants are [C:1]([O:5][C:6]([NH:8][C@H:9]1[CH2:14][CH2:13][C@H:12]([OH:15])[CH2:11][CH2:10]1)=[O:7])([CH3:4])([CH3:3])[CH3:2].O[C:17]1[CH:26]=[C:25]([CH3:27])[CH:24]=[CH:23][C:18]=1[C:19]([O:21][CH3:22])=[S:20]. No catalyst specified. The product is [C:1]([O:5][C:6]([NH:8][C@@H:9]1[CH2:10][CH2:11][C@H:12]([O:15][C:17]2[CH:26]=[C:25]([CH3:27])[CH:24]=[CH:23][C:18]=2[C:19]([O:21][CH3:22])=[S:20])[CH2:13][CH2:14]1)=[O:7])([CH3:4])([CH3:2])[CH3:3]. The yield is 0.160. (5) The reactants are N[C:2]1[CH:3]=[CH:4][C:5]([C:8]#[N:9])=[N:6][CH:7]=1.N([O-])=O.[Na+].[S:14]([Cl:17])(Cl)=[O:15].[OH2:18]. The catalyst is Cl.O. The product is [C:8]([C:5]1[N:6]=[CH:7][C:2]([S:14]([Cl:17])(=[O:15])=[O:18])=[CH:3][CH:4]=1)#[N:9]. The yield is 0.735. (6) The reactants are [NH:1]1[C:9]2[C:4](=[CH:5][CH:6]=[CH:7][CH:8]=2)[C:3]2([C:13]3[C:14]4[C:18]([CH:19]=[CH:20][C:12]=3[O:11][CH2:10]2)=[N:17][O:16][N:15]=4)[C:2]1=[O:21].[H-].[Na+].[CH2:24]([O:31][C:32]1[CH:33]=[CH:34][C:35]([CH2:38]Cl)=[N:36][CH:37]=1)[C:25]1[CH:30]=[CH:29][CH:28]=[CH:27][CH:26]=1.[I-].[K+].[Cl-].[NH4+]. The catalyst is CN(C)C=O.O. The product is [CH2:24]([O:31][C:32]1[CH:33]=[CH:34][C:35]([CH2:38][N:1]2[C:9]3[C:4](=[CH:5][CH:6]=[CH:7][CH:8]=3)[C:3]3([C:13]4[C:14]5=[N:15][O:16][N:17]=[C:18]5[CH:19]=[CH:20][C:12]=4[O:11][CH2:10]3)[C:2]2=[O:21])=[N:36][CH:37]=1)[C:25]1[CH:26]=[CH:27][CH:28]=[CH:29][CH:30]=1. The yield is 0.0500. (7) The catalyst is C(Cl)Cl. The yield is 0.480. The product is [Br:11][CH2:8][CH2:7][C:5]1[NH:4][N:3]=[C:2]([NH2:1])[CH:6]=1. The reactants are [NH2:1][C:2]1[CH:6]=[C:5]([CH2:7][CH2:8]O)[NH:4][N:3]=1.P(Br)(Br)[Br:11].